Dataset: Full USPTO retrosynthesis dataset with 1.9M reactions from patents (1976-2016). Task: Predict the reactants needed to synthesize the given product. (1) Given the product [C:1]([C:5]1[CH:6]=[CH:7][C:8]([C:11]2[C:12]3[N:13]([CH:21]=[N:22][CH:23]=3)[CH2:14][CH2:15][CH2:16][C:17]=2[C:18]([NH:29][C:28]2[CH:30]=[CH:31][C:25]([Cl:24])=[CH:26][CH:27]=2)=[O:20])=[CH:9][CH:10]=1)([CH3:3])([CH3:2])[CH3:4], predict the reactants needed to synthesize it. The reactants are: [C:1]([C:5]1[CH:10]=[CH:9][C:8]([C:11]2[C:12]3[N:13]([CH:21]=[N:22][CH:23]=3)[CH2:14][CH2:15][CH2:16][C:17]=2[C:18]([OH:20])=O)=[CH:7][CH:6]=1)([CH3:4])([CH3:3])[CH3:2].[Cl:24][C:25]1[CH:31]=[CH:30][C:28]([NH2:29])=[CH:27][CH:26]=1. (2) Given the product [CH:1]([C:4]1[CH:5]=[CH:6][C:7]([O:22][CH3:23])=[C:8]([C:10]2[CH:15]=[CH:14][C:13]([C:16]([F:17])([F:18])[F:19])=[CH:12][C:11]=2[CH2:20][NH:21][C:25](=[O:26])[O:27][CH3:28])[CH:9]=1)([CH3:3])[CH3:2], predict the reactants needed to synthesize it. The reactants are: [CH:1]([C:4]1[CH:5]=[CH:6][C:7]([O:22][CH3:23])=[C:8]([C:10]2[CH:15]=[CH:14][C:13]([C:16]([F:19])([F:18])[F:17])=[CH:12][C:11]=2[CH2:20][NH2:21])[CH:9]=1)([CH3:3])[CH3:2].Cl[C:25]([O:27][CH3:28])=[O:26].C(N(CC)C(C)C)(C)C.O.